This data is from Catalyst prediction with 721,799 reactions and 888 catalyst types from USPTO. The task is: Predict which catalyst facilitates the given reaction. (1) Reactant: Cl[C:2]1[C:11]2[C:6](=[CH:7][CH:8]=[CH:9][CH:10]=2)[N:5]([CH2:12][C:13]2[CH:18]=[CH:17][C:16]([F:19])=[CH:15][CH:14]=2)[C:4](=[O:20])[C:3]=1[C:21]#[N:22].[NH:23]1[CH2:28][CH2:27][NH:26][CH2:25][CH2:24]1. Product: [F:19][C:16]1[CH:17]=[CH:18][C:13]([CH2:12][N:5]2[C:6]3[C:11](=[CH:10][CH:9]=[CH:8][CH:7]=3)[C:2]([N:23]3[CH2:28][CH2:27][NH:26][CH2:25][CH2:24]3)=[C:3]([C:21]#[N:22])[C:4]2=[O:20])=[CH:14][CH:15]=1. The catalyst class is: 4. (2) Reactant: Cl[C:2]1[C:7]([Cl:8])=[CH:6][N:5]=[CH:4][N:3]=1.[F:9][C:10]1[CH:15]=[C:14]([F:16])[CH:13]=[CH:12][C:11]=1B(O)O.[C:20](=O)([O-])O.[Na+].CO[CH2:27][CH2:28]OC. Product: [Cl:8][C:7]1[C:2]([C:13]2[CH:12]=[CH:11][C:10]([F:9])=[CH:15][C:14]=2[F:16])=[N:3][CH:4]=[N:5][C:6]=1[CH:27]([CH3:28])[CH3:20]. The catalyst class is: 189. (3) Reactant: C[O:2][CH2:3]CNC.[CH2:7]([N:9]([CH2:12]C)[CH2:10][CH3:11])[CH3:8].C(Cl)(=[O:16])C. Product: [CH3:3][O:2][CH2:8][CH2:7][N:9]([CH3:12])[C:10](=[O:16])[CH3:11]. The catalyst class is: 27. (4) Reactant: [CH3:1][C:2]1([CH3:16])[C:6]([CH3:8])([CH3:7])[O:5][B:4]([C:9]2[CH:10]=[C:11]([OH:15])[CH:12]=[CH:13][CH:14]=2)[O:3]1.[H-].[Na+].Cl.Cl[CH2:21][C:22]1[CH:23]=[N:24][CH:25]=[CH:26][CH:27]=1. Product: [CH3:8][C:6]1([CH3:7])[C:2]([CH3:16])([CH3:1])[O:3][B:4]([C:9]2[CH:10]=[C:11]([CH:12]=[CH:13][CH:14]=2)[O:15][CH2:21][C:22]2[CH:23]=[N:24][CH:25]=[CH:26][CH:27]=2)[O:5]1. The catalyst class is: 3.